From a dataset of Catalyst prediction with 721,799 reactions and 888 catalyst types from USPTO. Predict which catalyst facilitates the given reaction. (1) Reactant: [H-].[Na+].[C:3]([O:11][CH2:12][CH3:13])(=[O:10])[CH2:4][C:5]([O:7][CH2:8][CH3:9])=[O:6].Cl[CH2:15][C:16]1[N:17]=[C:18]([C:21]2[NH:22][C:23]3[C:28]([CH:29]=2)=[CH:27][CH:26]=[CH:25][C:24]=3[N:30]([CH3:39])[S:31]([C:34]2[S:35][CH:36]=[CH:37][CH:38]=2)(=[O:33])=[O:32])[S:19][CH:20]=1.C(O)(=O)CC(CC(O)=O)(C(O)=O)O. Product: [CH3:39][N:30]([S:31]([C:34]1[S:35][CH:36]=[CH:37][CH:38]=1)(=[O:33])=[O:32])[C:24]1[CH:25]=[CH:26][CH:27]=[C:28]2[C:23]=1[NH:22][C:21]([C:18]1[S:19][CH:20]=[C:16]([CH2:15][CH:4]([C:5]([O:7][CH2:8][CH3:9])=[O:6])[C:3]([O:11][CH2:12][CH3:13])=[O:10])[N:17]=1)=[CH:29]2. The catalyst class is: 9. (2) Reactant: [Cl:1][C:2]1[CH:3]=[CH:4][C:5]([C@:8]([C:17]2[CH:22]=[C:21]([O:23][C:24]([F:29])([F:28])[CH:25]([F:27])[F:26])[CH:20]=[C:19]([F:30])[CH:18]=2)([NH2:16])[CH2:9][C:10]2[CH:15]=[CH:14][CH:13]=[CH:12][CH:11]=2)=[N:6][CH:7]=1.[C:31](Cl)(=[O:42])[O:32][C:33]1[CH:38]=[CH:37][C:36]([N+:39]([O-:41])=[O:40])=[CH:35][CH:34]=1.C([O-])([O-])=O.[K+].[K+]. Product: [Cl:1][C:2]1[CH:3]=[CH:4][C:5]([C@@:8]([NH:16][C:31](=[O:42])[O:32][C:33]2[CH:34]=[CH:35][C:36]([N+:39]([O-:41])=[O:40])=[CH:37][CH:38]=2)([C:17]2[CH:22]=[C:21]([O:23][C:24]([F:29])([F:28])[CH:25]([F:27])[F:26])[CH:20]=[C:19]([F:30])[CH:18]=2)[CH2:9][C:10]2[CH:15]=[CH:14][CH:13]=[CH:12][CH:11]=2)=[N:6][CH:7]=1. The catalyst class is: 2.